Dataset: Catalyst prediction with 721,799 reactions and 888 catalyst types from USPTO. Task: Predict which catalyst facilitates the given reaction. (1) Reactant: [CH:1]1([CH:7]([NH:19][C:20]2[CH:21]=[CH:22][C:23]([C:26]([O:28]C)=[O:27])=[N:24][CH:25]=2)[C:8]2[O:9][C:10]3[CH:17]=[CH:16][C:15]([F:18])=[CH:14][C:11]=3[C:12]=2[CH3:13])[CH2:6][CH2:5][CH2:4][CH2:3][CH2:2]1.C(O)C.[OH-].[Na+]. Product: [CH:1]1([CH:7]([NH:19][C:20]2[CH:21]=[CH:22][C:23]([C:26]([OH:28])=[O:27])=[N:24][CH:25]=2)[C:8]2[O:9][C:10]3[CH:17]=[CH:16][C:15]([F:18])=[CH:14][C:11]=3[C:12]=2[CH3:13])[CH2:6][CH2:5][CH2:4][CH2:3][CH2:2]1. The catalyst class is: 7. (2) Reactant: C([C:3]1[N:8]=[C:7]2[C:9]([C:19](=[O:28])[NH:20][C@H:21]3[CH2:26][CH2:25][CH2:24][CH2:23][C@@H:22]3[OH:27])=[CH:10][N:11]([C:12](OC(C)(C)C)=O)[C:6]2=[CH:5][CH:4]=1)#N.BrC[C:31]1[CH:36]=[C:35]([F:37])[CH:34]=[CH:33][C:32]=1[F:38].C(=O)([O-])[O-].[Cs+].[Cs+]. Product: [F:37][C:35]1[CH:36]=[CH:31][C:32]([F:38])=[CH:33][C:34]=1[CH2:12][N:11]1[C:6]2[C:7](=[N:8][CH:3]=[CH:4][CH:5]=2)[C:9]([C:19]([NH:20][C@H:21]2[CH2:26][CH2:25][CH2:24][CH2:23][C@@H:22]2[OH:27])=[O:28])=[CH:10]1. The catalyst class is: 3.